From a dataset of Catalyst prediction with 721,799 reactions and 888 catalyst types from USPTO. Predict which catalyst facilitates the given reaction. Reactant: Br[C:2]1[C:3]([O:17][CH3:18])=[C:4]([C:13]([O:15][CH3:16])=[O:14])[C:5]2[N:6]=[CH:7][C:8](Cl)=[N:9][C:10]=2[CH:11]=1.C([Sn](CCCC)(CCCC)[C:24]1[S:25][CH:26]=[CH:27][CH:28]=1)CCC. Product: [CH3:18][O:17][C:3]1[C:2]([C:24]2[S:25][CH:26]=[CH:27][CH:28]=2)=[CH:11][C:10]2[N:9]=[C:8]([C:26]3[S:25][CH:24]=[CH:28][CH:27]=3)[CH:7]=[N:6][C:5]=2[C:4]=1[C:13]([O:15][CH3:16])=[O:14]. The catalyst class is: 77.